Predict the product of the given reaction. From a dataset of Forward reaction prediction with 1.9M reactions from USPTO patents (1976-2016). (1) Given the reactants N(C(OCC)=O)=NC(OCC)=O.[F:13][C:14]([F:30])([C:20]([F:29])([F:28])[C:21]([F:27])([F:26])[C:22]([F:25])([F:24])[F:23])[CH2:15][CH2:16][CH2:17][CH2:18][OH:19].[Br:31][C:32]1[CH:37]=[CH:36][C:35](O)=[CH:34][CH:33]=1.C1(P(C2C=CC=CC=2)C2C=CC=CC=2)C=CC=CC=1, predict the reaction product. The product is: [Br:31][C:32]1[CH:37]=[CH:36][C:35]([O:19][CH2:18][CH2:17][CH2:16][CH2:15][C:14]([F:30])([F:13])[C:20]([F:28])([F:29])[C:21]([F:26])([F:27])[C:22]([F:23])([F:24])[F:25])=[CH:34][CH:33]=1. (2) Given the reactants CS(O)(=O)=O.[O:6]=[P:7]12[O:18][P:16]3([O:19][P:9]([O:11][P:12]([O:15]3)([O:14]1)=[O:13])(=[O:10])[O:8]2)=[O:17].CS(O)(=O)=O, predict the reaction product. The product is: [O:10]=[P:9]12[O:8][P:7]3([O:14][P:12]([O:15][P:16]([O:18]3)([O:19]1)=[O:17])(=[O:13])[O:11]2)=[O:6]. (3) Given the reactants [F:1][C:2]1[C:3]([C:8]2[N:9]([CH2:13][C:14]3[N:19]=[CH:18][N:17]=[C:16]([NH:20][NH2:21])[C:15]=3[CH2:22][CH2:23][CH3:24])[CH:10]=[CH:11][N:12]=2)=[N:4][CH:5]=[CH:6][CH:7]=1.[C:25](OC(=O)C)(=O)[CH3:26].C([O-])(O)=O.[Na+], predict the reaction product. The product is: [F:1][C:2]1[C:3]([C:8]2[N:9]([CH2:13][C:14]3[N:19]=[CH:18][N:17]4[C:25]([CH3:26])=[N:21][N:20]=[C:16]4[C:15]=3[CH2:22][CH2:23][CH3:24])[CH:10]=[CH:11][N:12]=2)=[N:4][CH:5]=[CH:6][CH:7]=1. (4) Given the reactants [Cl:1][C:2]1[N:7]=[CH:6][C:5]([OH:8])=[CH:4][CH:3]=1.C([O-])([O-])=O.[K+].[K+].F[C:16]1[CH:21]=[CH:20][C:19]([N+:22]([O-:24])=[O:23])=[CH:18][C:17]=1[CH3:25].O, predict the reaction product. The product is: [Cl:1][C:2]1[CH:3]=[CH:4][C:5]([O:8][C:16]2[CH:21]=[CH:20][C:19]([N+:22]([O-:24])=[O:23])=[CH:18][C:17]=2[CH3:25])=[CH:6][N:7]=1. (5) Given the reactants C(OC([N:8]([C:16]1[CH2:22][C:21]([C:23](=[O:31])[N:24]([CH2:28][CH2:29][CH3:30])[CH2:25][CH2:26][CH3:27])=[CH:20][C:19]2[CH:32]=[C:33]([C:36]3[CH:41]=[CH:40][C:39]([C:42]([N:44]4[CH2:48][CH2:47][CH2:46][CH2:45]4)=[O:43])=[CH:38][CH:37]=3)[CH:34]=[CH:35][C:18]=2[N:17]=1)C(OC(C)(C)C)=O)=O)(C)(C)C.C(O)(C(F)(F)F)=O, predict the reaction product. The product is: [NH2:8][C:16]1[CH2:22][C:21]([C:23]([N:24]([CH2:28][CH2:29][CH3:30])[CH2:25][CH2:26][CH3:27])=[O:31])=[CH:20][C:19]2[CH:32]=[C:33]([C:36]3[CH:41]=[CH:40][C:39]([C:42]([N:44]4[CH2:48][CH2:47][CH2:46][CH2:45]4)=[O:43])=[CH:38][CH:37]=3)[CH:34]=[CH:35][C:18]=2[N:17]=1. (6) Given the reactants C([O:8][C:9]1[CH:14]=[CH:13][C:12]([CH:15]([O:22][CH3:23])[CH2:16][C:17]([O:19][CH2:20][CH3:21])=[O:18])=[CH:11][CH:10]=1)C1C=CC=CC=1, predict the reaction product. The product is: [OH:8][C:9]1[CH:10]=[CH:11][C:12]([CH:15]([O:22][CH3:23])[CH2:16][C:17]([O:19][CH2:20][CH3:21])=[O:18])=[CH:13][CH:14]=1. (7) Given the reactants [CH3:1][N:2]1[CH2:7][CH2:6][NH:5][CH2:4][CH2:3]1.[CH2:8]1[O:10][CH:9]1[CH2:11][OH:12], predict the reaction product. The product is: [CH3:1][N:2]1[CH2:7][CH2:6][N:5]([CH2:8][CH:9]([OH:10])[CH2:11][OH:12])[CH2:4][CH2:3]1.